Task: Predict which catalyst facilitates the given reaction.. Dataset: Catalyst prediction with 721,799 reactions and 888 catalyst types from USPTO (1) Reactant: [Cl:1][S:2]([N:5]=[C:6]=[O:7])(=[O:4])=[O:3].[C:8]([OH:12])([CH3:11])([CH3:10])[CH3:9]. Product: [C:8]([O:12][C:6]([NH:5][S:2]([Cl:1])(=[O:4])=[O:3])=[O:7])([CH3:11])([CH3:10])[CH3:9]. The catalyst class is: 4. (2) Reactant: C1C=C(Cl)C=C(C(OO)=O)C=1.[Cl:12][C:13]1[CH:18]=[CH:17][CH:16]=[CH:15][C:14]=1[N:19]1[CH:30]=[CH:29][C:22]2[N:23]=[C:24](SC)[N:25]=[CH:26][C:21]=2[C:20]1=[O:31].CCN(C(C)C)C(C)C.[NH2:41][C:42]1[CH:47]=[CH:46][C:45]([N:48]2[CH2:53][CH2:52][N:51]([C:54]([O:56][C:57]([CH3:60])([CH3:59])[CH3:58])=[O:55])[CH2:50][CH2:49]2)=[C:44]([CH3:61])[CH:43]=1. Product: [Cl:12][C:13]1[CH:18]=[CH:17][CH:16]=[CH:15][C:14]=1[N:19]1[CH:30]=[CH:29][C:22]2[N:23]=[C:24]([NH:41][C:42]3[CH:47]=[CH:46][C:45]([N:48]4[CH2:53][CH2:52][N:51]([C:54]([O:56][C:57]([CH3:59])([CH3:58])[CH3:60])=[O:55])[CH2:50][CH2:49]4)=[C:44]([CH3:61])[CH:43]=3)[N:25]=[CH:26][C:21]=2[C:20]1=[O:31]. The catalyst class is: 390. (3) Reactant: [NH:1]1[CH2:4][CH:3]([C:5]([O:7][CH3:8])=[O:6])[CH2:2]1.C([O-])([O-])=O.[K+].[K+].[F:15][C:16]1[CH:32]=[CH:31][C:19]([CH2:20][O:21][CH2:22][C:23]([NH:25][CH2:26][CH2:27][CH2:28][CH2:29]I)=[O:24])=[CH:18][CH:17]=1.O. Product: [F:15][C:16]1[CH:17]=[CH:18][C:19]([CH2:20][O:21][CH2:22][C:23]([NH:25][CH2:26][CH2:27][CH2:28][CH2:29][N:1]2[CH2:4][CH:3]([C:5]([O:7][CH3:8])=[O:6])[CH2:2]2)=[O:24])=[CH:31][CH:32]=1. The catalyst class is: 23. (4) Reactant: [I:1][C:2]1[CH:3]=[CH:4][CH:5]=[C:6]2[C:11]=1[N:10]=[C:9](S(C)=O)[N:8]([CH3:15])[C:7]2=[O:16].IC1C=CC=C2C=1N=C(S(C)(=O)=[O:29])N(C)C2=O.O[Li].O. Product: [OH:29][C:9]1[N:8]([CH3:15])[C:7](=[O:16])[C:6]2[C:11](=[C:2]([I:1])[CH:3]=[CH:4][CH:5]=2)[N:10]=1. The catalyst class is: 20. (5) The catalyst class is: 1. Product: [Cl:1][C:2]1[C:6]([CH3:7])=[CH:5][S:4][C:3]=1[C:8]([NH:10][NH:11][C:17]([NH:16][CH2:12][CH:13]([CH3:15])[CH3:14])=[O:18])=[O:9]. Reactant: [Cl:1][C:2]1[C:6]([CH3:7])=[CH:5][S:4][C:3]=1[C:8]([NH:10][NH2:11])=[O:9].[CH2:12]([N:16]=[C:17]=[O:18])[CH:13]([CH3:15])[CH3:14].C(OCC)C.